This data is from Reaction yield outcomes from USPTO patents with 853,638 reactions. The task is: Predict the reaction yield, written as a fraction of the theoretical maximum amount of product (1.0 means a 100% yield; for example, 0.34 means a 34% yield). (1) The product is [C:4]([O:3][C:1]([N:8]1[CH2:15][CH2:14][CH2:13][C@@H:9]1[C:10]([N:26]1[CH2:27][CH2:28][CH:23]([CH2:16][C:17]2[CH:22]=[CH:21][CH:20]=[CH:19][CH:18]=2)[CH2:24][CH2:25]1)=[O:12])=[O:2])([CH3:5])([CH3:6])[CH3:7]. The yield is 0.580. The catalyst is ClCCl. The reactants are [C:1]([N:8]1[CH2:15][CH2:14][CH2:13][C@@H:9]1[C:10]([OH:12])=O)([O:3][C:4]([CH3:7])([CH3:6])[CH3:5])=[O:2].[CH2:16]([CH:23]1[CH2:28][CH2:27][NH:26][CH2:25][CH2:24]1)[C:17]1[CH:22]=[CH:21][CH:20]=[CH:19][CH:18]=1.C1C=CC2N(O)N=NC=2C=1.C(Cl)CCl. (2) The reactants are [Cl:1][C:2]([Cl:40])([Cl:39])[CH2:3][O:4][C:5]([C@@H:7]1[CH2:12][CH2:11][CH2:10][N:9]([C:13](=[O:38])[C@@H:14]([NH:30][C:31](=[O:37])[C@@H:32]([NH2:36])[CH:33]([CH3:35])[CH3:34])[CH2:15][C:16]2[CH:21]=[CH:20][CH:19]=[C:18]([O:22][Si:23]([C:26]([CH3:29])([CH3:28])[CH3:27])([CH3:25])[CH3:24])[CH:17]=2)[NH:8]1)=[O:6].[C:41](O)(=[O:46])[CH2:42][CH2:43][CH:44]=[CH2:45].C(N(CC)C(C)C)(C)C.C[NH3+].F[P-](F)(F)(F)(F)F.N1(OC(N(C)C)=[N+](C)C)C2N=CC=CC=2N=N1.F[P-](F)(F)(F)(F)F. The catalyst is C(#N)C. The product is [Cl:40][C:2]([Cl:1])([Cl:39])[CH2:3][O:4][C:5]([C@@H:7]1[CH2:12][CH2:11][CH2:10][N:9]([C:13](=[O:38])[C@@H:14]([NH:30][C:31](=[O:37])[C@@H:32]([NH:36][C:41](=[O:46])[CH2:42][CH2:43][CH:44]=[CH2:45])[CH:33]([CH3:35])[CH3:34])[CH2:15][C:16]2[CH:21]=[CH:20][CH:19]=[C:18]([O:22][Si:23]([C:26]([CH3:27])([CH3:28])[CH3:29])([CH3:25])[CH3:24])[CH:17]=2)[NH:8]1)=[O:6]. The yield is 0.680. (3) The reactants are C(NC(C)C)(C)C.C([Li])CCC.[Cl:13][C:14]1[C:15]2[CH:22]=[CH:21][N:20]([S:23]([C:26]3[CH:31]=[CH:30][CH:29]=[CH:28][CH:27]=3)(=[O:25])=[O:24])[C:16]=2[N:17]=[CH:18][N:19]=1.I[C:33]1[C:42]2[C:37](=[CH:38][CH:39]=[CH:40][CH:41]=2)[CH:36]=[CH:35][CH:34]=1. The catalyst is C1COCC1.CCCCCC.[Cl-].[Zn+2].[Cl-].C1C=CC([P]([Pd]([P](C2C=CC=CC=2)(C2C=CC=CC=2)C2C=CC=CC=2)([P](C2C=CC=CC=2)(C2C=CC=CC=2)C2C=CC=CC=2)[P](C2C=CC=CC=2)(C2C=CC=CC=2)C2C=CC=CC=2)(C2C=CC=CC=2)C2C=CC=CC=2)=CC=1. The product is [Cl:13][C:14]1[C:15]2[CH:22]=[C:21]([C:41]3[C:42]4[C:37](=[CH:36][CH:35]=[CH:34][CH:33]=4)[CH:38]=[CH:39][CH:40]=3)[N:20]([S:23]([C:26]3[CH:31]=[CH:30][CH:29]=[CH:28][CH:27]=3)(=[O:25])=[O:24])[C:16]=2[N:17]=[CH:18][N:19]=1. The yield is 0.820. (4) The reactants are [CH2:1]([O:3][CH:4]([O:18][CH2:19][CH3:20])[C@@H:5]([NH:7]C(=O)OCC1C=CC=CC=1)[CH3:6])[CH3:2]. The catalyst is CO. The product is [CH2:1]([O:3][CH:4]([O:18][CH2:19][CH3:20])[C@@H:5]([NH2:7])[CH3:6])[CH3:2]. The yield is 1.00. (5) The reactants are ClC1C2C=C(F)C=CC=2SC=1C(Cl)=O.[Cl:15][C:16]1[C:17]2[CH:27]=[CH:26][CH:25]=[C:24]([F:28])[C:18]=2[S:19][C:20]=1[C:21](Cl)=[O:22].[H-].[Al+3].[Li+].[H-].[H-].[H-]. The catalyst is C1COCC1. The product is [Cl:15][C:16]1[C:17]2[CH:27]=[CH:26][CH:25]=[C:24]([F:28])[C:18]=2[S:19][C:20]=1[CH2:21][OH:22]. The yield is 0.0400. (6) The reactants are Br.[NH2:2][C:3]1[C:4]([OH:17])=[C:5]([C:9]2[O:13][C:12]([C:14]([OH:16])=[O:15])=[CH:11][CH:10]=2)[CH:6]=[CH:7][CH:8]=1.[N:18]([O-])=O.[Na+].[CH3:22][C:23]1[CH2:24][C:25](=[O:38])[N:26]([C:28]2[CH:37]=[CH:36][C:35]3[CH2:34][CH2:33][CH2:32][CH2:31][C:30]=3[CH:29]=2)[N:27]=1.C(=O)(O)[O-].[Na+]. The catalyst is Cl. The product is [OH:17][C:4]1[C:3]([NH:2][N:18]=[C:24]2[C:25](=[O:38])[N:26]([C:28]3[CH:37]=[CH:36][C:35]4[CH2:34][CH2:33][CH2:32][CH2:31][C:30]=4[CH:29]=3)[N:27]=[C:23]2[CH3:22])=[CH:8][CH:7]=[CH:6][C:5]=1[C:9]1[O:13][C:12]([C:14]([OH:16])=[O:15])=[CH:11][CH:10]=1. The yield is 0.398. (7) The reactants are ClC(OCC)=O.[OH:7][C:8]1[C:25]([CH2:26]O)=[CH:24][C:11]2[CH2:12][CH2:13][N:14]([C:17]([O:19][C:20]([CH3:23])([CH3:22])[CH3:21])=[O:18])[CH2:15][CH2:16][C:10]=2[CH:9]=1.C(N(CC)CC)C.[BH4-].[Na+].Cl. The catalyst is C1COCC1.O.C(Cl)Cl. The product is [OH:7][C:8]1[C:25]([CH3:26])=[CH:24][C:11]2[CH2:12][CH2:13][N:14]([C:17]([O:19][C:20]([CH3:21])([CH3:22])[CH3:23])=[O:18])[CH2:15][CH2:16][C:10]=2[CH:9]=1. The yield is 0.820. (8) The reactants are [H-].[Al+3].[Li+].[H-].[H-].[H-].[NH2:7][C:8]1[CH:18]=[CH:17][C:11]([C:12](OCC)=[O:13])=[CH:10][N:9]=1. The yield is 0.500. The product is [NH2:7][C:8]1[N:9]=[CH:10][C:11]([CH2:12][OH:13])=[CH:17][CH:18]=1. The catalyst is O1CCCC1. (9) The reactants are C([O:8][C:9]1[C:14]2[CH:15]=[C:16]([C:18]3[N:19]=[C:20]4[N:24]([CH:25]=3)[N:23]=[C:22]([O:26][CH3:27])[S:21]4)[O:17][C:13]=2[CH:12]=[C:11]([O:28][CH3:29])[CH:10]=1)C1C=CC=CC=1.CC1C(C)=C(C)C(C)=C(C)C=1. The catalyst is ClCCl. The product is [CH3:29][O:28][C:11]1[CH:12]=[C:13]2[O:17][C:16]([C:18]3[N:19]=[C:20]4[N:24]([CH:25]=3)[N:23]=[C:22]([O:26][CH3:27])[S:21]4)=[CH:15][C:14]2=[C:9]([OH:8])[CH:10]=1. The yield is 0.800. (10) The reactants are [CH3:1][O:2][C:3]1[C:4]([CH:9]=O)=[N:5][CH:6]=[CH:7][N:8]=1.Cl.[F:12][C:13]1[CH:18]=[CH:17][CH:16]=[CH:15][C:14]=1[C:19](=[O:27])[CH2:20][CH:21]1[CH2:26][CH2:25][NH:24][CH2:23][CH2:22]1.C(O[BH-](OC(=O)C)OC(=O)C)(=O)C.[Na+].C(=O)([O-])[O-].[Na+].[Na+]. The catalyst is C(OCC)(=O)C.ClCCCl. The product is [CH3:1][O:2][C:3]1[C:4]([CH2:9][N:24]2[CH2:25][CH2:26][CH:21]([CH2:20][C:19]([C:14]3[CH:15]=[CH:16][CH:17]=[CH:18][C:13]=3[F:12])=[O:27])[CH2:22][CH2:23]2)=[N:5][CH:6]=[CH:7][N:8]=1. The yield is 0.710.